Dataset: Catalyst prediction with 721,799 reactions and 888 catalyst types from USPTO. Task: Predict which catalyst facilitates the given reaction. Reactant: C(N(CC)CC)C.Br[C:9]1[CH:10]=[C:11]2[CH:17]=[CH:16][NH:15][C:12]2=[N:13][CH:14]=1.[C:18]1([C:24]#[CH:25])[CH:23]=[CH:22][CH:21]=[CH:20][CH:19]=1. Product: [C:18]1([C:24]#[C:25][C:9]2[CH:10]=[C:11]3[CH:17]=[CH:16][NH:15][C:12]3=[N:13][CH:14]=2)[CH:23]=[CH:22][CH:21]=[CH:20][CH:19]=1. The catalyst class is: 185.